This data is from Reaction yield outcomes from USPTO patents with 853,638 reactions. The task is: Predict the reaction yield, written as a fraction of the theoretical maximum amount of product (1.0 means a 100% yield; for example, 0.34 means a 34% yield). (1) The reactants are [CH3:1][N:2]1[CH2:7][CH2:6][O:5][C@H:4]([CH2:8][OH:9])[CH2:3]1.[H-].[Na+].[C:12]1([N:18]2[CH2:23][CH2:22][N:21]([C:24](OC3C=CC([N+]([O-])=O)=CC=3)=[O:25])[CH2:20][CH2:19]2)[CH:17]=[CH:16][CH:15]=[CH:14][CH:13]=1. The catalyst is C1COCC1. The product is [C:12]1([N:18]2[CH2:19][CH2:20][N:21]([C:24]([O:9][CH2:8][C@H:4]3[O:5][CH2:6][CH2:7][N:2]([CH3:1])[CH2:3]3)=[O:25])[CH2:22][CH2:23]2)[CH:13]=[CH:14][CH:15]=[CH:16][CH:17]=1. The yield is 0.200. (2) The reactants are C[O:2][C:3](=[O:24])[CH:4]=[CH:5][C:6]1[CH:11]=[CH:10][CH:9]=[C:8]([S:12](=[O:23])(=[O:22])[NH:13][C:14]2[CH:19]=[CH:18][CH:17]=[CH:16][C:15]=2[O:20][CH3:21])[CH:7]=1.CO. No catalyst specified. The product is [CH3:21][O:20][C:15]1[CH:16]=[CH:17][CH:18]=[CH:19][C:14]=1[NH:13][S:12]([C:8]1[CH:7]=[C:6]([CH:5]=[CH:4][C:3]([OH:24])=[O:2])[CH:11]=[CH:10][CH:9]=1)(=[O:22])=[O:23]. The yield is 0.920. (3) The reactants are [F:1][C:2]1[CH:7]=[CH:6][C:5]([C@H:8]([CH2:12][CH:13]=[CH2:14])[C:9](O)=[O:10])=[CH:4][CH:3]=1.C(Cl)(=O)C([Cl:18])=O. The catalyst is C(Cl)Cl.CN(C=O)C. The product is [F:1][C:2]1[CH:7]=[CH:6][C:5]([C@H:8]([CH2:12][CH:13]=[CH2:14])[C:9]([Cl:18])=[O:10])=[CH:4][CH:3]=1. The yield is 0.980. (4) The reactants are [Br:1][C:2]1[CH:11]=[C:10]2[C:5]([CH:6]=[CH:7][C:8]([CH:12]=O)=[N:9]2)=[CH:4][CH:3]=1.[CH3:14][NH2:15].[BH4-].[Na+].[C:18](O[C:18]([O:20][C:21]([CH3:24])([CH3:23])[CH3:22])=[O:19])([O:20][C:21]([CH3:24])([CH3:23])[CH3:22])=[O:19]. The catalyst is CO.ClCCl. The product is [C:21]([O:20][C:18](=[O:19])[N:15]([CH2:12][C:8]1[CH:7]=[CH:6][C:5]2[C:10](=[CH:11][C:2]([Br:1])=[CH:3][CH:4]=2)[N:9]=1)[CH3:14])([CH3:24])([CH3:23])[CH3:22]. The yield is 0.590. (5) The reactants are Cl.[CH2:2]([O:4][C:5]([C:7]1([NH2:12])[CH2:9][CH:8]1[CH:10]=[CH2:11])=[O:6])[CH3:3].CN(C(ON1N=NC2C=CC=NC1=2)=[N+](C)C)C.F[P-](F)(F)(F)(F)F.[CH2:37]([N:43]([CH3:55])[C:44]([CH:46]1[CH2:50][CH:49]([OH:51])[CH2:48][CH:47]1[C:52](O)=[O:53])=[O:45])[CH2:38][CH2:39][CH2:40][CH:41]=[CH2:42].CCN(C(C)C)C(C)C. The catalyst is CN(C=O)C. The product is [CH2:2]([O:4][C:5]([C:7]1([NH:12][C:52]([CH:47]2[CH2:48][CH:49]([OH:51])[CH2:50][CH:46]2[C:44](=[O:45])[N:43]([CH2:37][CH2:38][CH2:39][CH2:40][CH:41]=[CH2:42])[CH3:55])=[O:53])[CH2:9][CH:8]1[CH:10]=[CH2:11])=[O:6])[CH3:3]. The yield is 0.600. (6) The reactants are O.[NH2:2][NH2:3].[Br:4][C:5]1[C:22]([CH3:23])=[N:21][C:8]2=[N:9][C:10]([N:14]3[CH2:19][CH2:18][N:17]([CH3:20])[CH2:16][CH2:15]3)=[C:11](Cl)[N:12]=[C:7]2[CH:6]=1.[CH3:24]CO. No catalyst specified. The product is [Br:4][C:5]1[C:22]([CH3:23])=[N:21][C:8]2[N:9]=[C:10]([N:14]3[CH2:19][CH2:18][N:17]([CH3:20])[CH2:16][CH2:15]3)[C:11]3[N:12]([CH:24]=[N:2][N:3]=3)[C:7]=2[CH:6]=1. The yield is 0.0400. (7) The reactants are [CH3:1][O:2][C:3](=[O:29])[C@H:4]([CH3:28])[C@H:5]([N:12](CC1C=CC=CC=1)[C@@H](C1C=CC=CC=1)C)[C:6]1[CH:11]=[CH:10][CH:9]=[CH:8][CH:7]=1.CO.Cl. The catalyst is CCOC(C)=O. The product is [CH3:1][O:2][C:3](=[O:29])[C@H:4]([CH3:28])[C@H:5]([NH2:12])[C:6]1[CH:11]=[CH:10][CH:9]=[CH:8][CH:7]=1. The yield is 0.800.